From a dataset of Full USPTO retrosynthesis dataset with 1.9M reactions from patents (1976-2016). Predict the reactants needed to synthesize the given product. (1) Given the product [Br:1][C:2]1[CH:11]=[C:10]2[C:5]([CH2:6][CH2:7][CH2:8][C:9]2=[N:19][S:17]([C:14]([CH3:16])([CH3:15])[CH3:13])=[O:18])=[CH:4][CH:3]=1, predict the reactants needed to synthesize it. The reactants are: [Br:1][C:2]1[CH:11]=[C:10]2[C:5]([CH2:6][CH2:7][CH2:8][C:9]2=O)=[CH:4][CH:3]=1.[CH3:13][C:14]([S:17]([NH2:19])=[O:18])([CH3:16])[CH3:15].CCOC(C)=O.C([O-])(O)=O.[Na+]. (2) Given the product [CH:1]1([C:4]2[N:8]([C:9]([O:11][C:12]([CH3:15])([CH3:14])[CH3:13])=[O:10])[C:7]3[CH:16]=[C:17]([C:22]4[C:23]([CH3:28])=[N:24][O:25][C:26]=4[CH3:27])[CH:18]=[C:19]([CH:20]([CH:29]4[CH2:30][CH2:37][C:36]([CH3:39])([CH3:38])[O:40]4)[OH:21])[C:6]=3[N:5]=2)[CH2:2][CH2:3]1, predict the reactants needed to synthesize it. The reactants are: [CH:1]1([C:4]2[N:8]([C:9]([O:11][C:12]([CH3:15])([CH3:14])[CH3:13])=[O:10])[C:7]3[CH:16]=[C:17]([C:22]4[C:23]([CH3:28])=[N:24][O:25][C:26]=4[CH3:27])[CH:18]=[C:19]([CH:20]=[O:21])[C:6]=3[N:5]=2)[CH2:3][CH2:2]1.[CH2:29](B(CC)CC)[CH3:30].[C:36]([O:40]O)([CH3:39])([CH3:38])[CH3:37]. (3) Given the product [F:1][C:2]1[CH:9]=[C:8]([CH2:10][CH2:12][OH:11])[CH:7]=[C:6]([O:13][CH3:14])[C:3]=1[C:4]#[N:5], predict the reactants needed to synthesize it. The reactants are: [F:1][C:2]1[CH:9]=[C:8]([CH:10]2[CH2:12][O:11]2)[CH:7]=[C:6]([O:13][CH3:14])[C:3]=1[C:4]#[N:5].C([O-])=O.[NH4+]. (4) Given the product [O:1]1[CH2:5][CH:4]=[C:3]([C:6]2[CH:7]=[C:8]([CH3:38])[C:9]([C:13]3[CH:21]=[CH:20][C:19]([F:22])=[C:18]4[C:14]=3[CH2:15][CH2:16][C@H:17]4[O:23][C:24]3[CH:37]=[CH:36][C:27]4[C@H:28]([CH2:31][C:32]([OH:34])=[O:33])[CH2:29][O:30][C:26]=4[CH:25]=3)=[C:10]([CH3:12])[CH:11]=2)[CH2:2]1, predict the reactants needed to synthesize it. The reactants are: [O:1]1[CH2:5][CH:4]=[C:3]([C:6]2[CH:11]=[C:10]([CH3:12])[C:9]([C:13]3[CH:21]=[CH:20][C:19]([F:22])=[C:18]4[C:14]=3[CH2:15][CH2:16][C@H:17]4[O:23][C:24]3[CH:37]=[CH:36][C:27]4[C@H:28]([CH2:31][C:32]([O:34]C)=[O:33])[CH2:29][O:30][C:26]=4[CH:25]=3)=[C:8]([CH3:38])[CH:7]=2)[CH2:2]1.[OH-].[Na+]. (5) Given the product [CH3:1][O:2][C:3]1[CH:8]=[CH:7][C:6]([N:9]2[CH:13]=[C:12]([CH:14]=[O:15])[C:11]([CH2:18][N:19]3[CH2:24][CH2:23][O:22][CH2:21][CH2:20]3)=[N:10]2)=[CH:5][CH:4]=1, predict the reactants needed to synthesize it. The reactants are: [CH3:1][O:2][C:3]1[CH:8]=[CH:7][C:6]([N:9]2[CH:13]=[C:12]([C:14](OC)=[O:15])[C:11]([CH2:18][N:19]3[CH2:24][CH2:23][O:22][CH2:21][CH2:20]3)=[N:10]2)=[CH:5][CH:4]=1.[H-].[Al+3].[Li+].[H-].[H-].[H-]. (6) Given the product [Cl:17][C:7]1[CH:6]=[C:5]([CH3:14])[N:4]=[C:3]([CH2:1][CH3:2])[C:8]=1[C:9](=[O:12])[CH2:10][CH3:11], predict the reactants needed to synthesize it. The reactants are: [CH2:1]([C:3]1[NH:4][C:5]([CH3:14])=[CH:6][C:7](=O)[C:8]=1[C:9](=[O:12])[CH2:10][CH3:11])[CH3:2].P(Cl)(Cl)([Cl:17])=O.